Dataset: Catalyst prediction with 721,799 reactions and 888 catalyst types from USPTO. Task: Predict which catalyst facilitates the given reaction. Reactant: C(OC(=O)[NH:7][C:8]1[CH:13]=[C:12]([O:14][CH2:15][CH3:16])[C:11]([C:17]([F:20])([F:19])[F:18])=[CH:10][C:9]=1[NH:21][C:22](=[O:39])[CH2:23][C:24]([C:26]1[CH:31]=[CH:30][CH:29]=[C:28]([C:32]2[CH:33]=[N:34][C:35]([CH3:38])=[CH:36][CH:37]=2)[CH:27]=1)=O)(C)(C)C.C(O)(C(F)(F)F)=O. Product: [CH2:15]([O:14][C:12]1[C:11]([C:17]([F:20])([F:19])[F:18])=[CH:10][C:9]2[NH:21][C:22](=[O:39])[CH2:23][C:24]([C:26]3[CH:31]=[CH:30][CH:29]=[C:28]([C:32]4[CH:33]=[N:34][C:35]([CH3:38])=[CH:36][CH:37]=4)[CH:27]=3)=[N:7][C:8]=2[CH:13]=1)[CH3:16]. The catalyst class is: 2.